Predict which catalyst facilitates the given reaction. From a dataset of Catalyst prediction with 721,799 reactions and 888 catalyst types from USPTO. (1) Reactant: [CH2:1]([N:5]1[C:10]2[CH:11]=[C:12]([C:17]([OH:19])=O)[CH:13]=[C:14]([C:15]#[N:16])[C:9]=2[O:8][CH2:7][CH2:6]1)[CH2:2][CH2:3][CH3:4].CN(C(ON1N=NC2C=CC=CC1=2)=[N+](C)C)C.F[P-](F)(F)(F)(F)F.C(N(C(C)C)CC)(C)C.[NH2:53][C@@H:54]([CH2:68][C:69]1[CH:74]=[C:73]([F:75])[CH:72]=[C:71]([F:76])[CH:70]=1)[C@H:55]([OH:67])[CH2:56][NH:57][CH2:58][C:59]1[CH:64]=[CH:63][CH:62]=[C:61]([CH2:65][CH3:66])[CH:60]=1. Product: [CH2:1]([N:5]1[C:10]2[CH:11]=[C:12]([C:17]([NH:53][C@@H:54]([CH2:68][C:69]3[CH:70]=[C:71]([F:76])[CH:72]=[C:73]([F:75])[CH:74]=3)[C@H:55]([OH:67])[CH2:56][NH:57][CH2:58][C:59]3[CH:64]=[CH:63][CH:62]=[C:61]([CH2:65][CH3:66])[CH:60]=3)=[O:19])[CH:13]=[C:14]([C:15]#[N:16])[C:9]=2[O:8][CH2:7][CH2:6]1)[CH2:2][CH2:3][CH3:4]. The catalyst class is: 2. (2) Reactant: [F:1][C:2]1[CH:10]=[CH:9][CH:8]=[C:7]2[C:3]=1[CH:4]=[CH:5][NH:6]2.[H-].[Na+].I[CH3:14]. Product: [F:1][C:2]1[CH:10]=[CH:9][CH:8]=[C:7]2[C:3]=1[CH:4]=[CH:5][N:6]2[CH3:14]. The catalyst class is: 9. (3) Reactant: [Cl:1][C:2]1[CH:3]=[C:4]2[N:22](COCC[Si](C)(C)C)[C:21]([O:31][C@H:32]3[C@H:36]4[O:37][CH2:38][C@@H:39]([CH2:40][C:41]([O:43][CH2:44][CH3:45])=[O:42])[C@H:35]4[O:34][CH2:33]3)=[N:20][C:5]2=[N:6][C:7]=1[C:8]1[CH:13]=[CH:12][C:11]([C:14]2[CH:19]=[CH:18][CH:17]=[CH:16][CH:15]=2)=[CH:10][CH:9]=1. Product: [Cl:1][C:2]1[CH:3]=[C:4]2[NH:22][C:21]([O:31][C@H:32]3[C@H:36]4[O:37][CH2:38][C@@H:39]([CH2:40][C:41]([O:43][CH2:44][CH3:45])=[O:42])[C@H:35]4[O:34][CH2:33]3)=[N:20][C:5]2=[N:6][C:7]=1[C:8]1[CH:13]=[CH:12][C:11]([C:14]2[CH:15]=[CH:16][CH:17]=[CH:18][CH:19]=2)=[CH:10][CH:9]=1. The catalyst class is: 137. (4) Reactant: [N:1]([C@@H:4]1[C@@H:8]([CH2:9][O:10][C:11]([C:24]2[CH:29]=[CH:28][CH:27]=[CH:26][CH:25]=2)([C:18]2[CH:23]=[CH:22][CH:21]=[CH:20][CH:19]=2)[C:12]2[CH:17]=[CH:16][CH:15]=[CH:14][CH:13]=2)[O:7][C@@H:6]([N:30]2[CH:37]=[CH:36][C:34](=[O:35])[NH:33][C:31]2=[O:32])[CH2:5]1)=[N+]=[N-]. Product: [NH2:1][C@@H:4]1[C@@H:8]([CH2:9][O:10][C:11]([C:18]2[CH:19]=[CH:20][CH:21]=[CH:22][CH:23]=2)([C:24]2[CH:29]=[CH:28][CH:27]=[CH:26][CH:25]=2)[C:12]2[CH:17]=[CH:16][CH:15]=[CH:14][CH:13]=2)[O:7][C@@H:6]([N:30]2[CH:37]=[CH:36][C:34](=[O:35])[NH:33][C:31]2=[O:32])[CH2:5]1. The catalyst class is: 8.